From a dataset of Full USPTO retrosynthesis dataset with 1.9M reactions from patents (1976-2016). Predict the reactants needed to synthesize the given product. Given the product [CH3:24][O:23][C:22]1[N:21]=[C:20]([CH:25]=[O:26])[CH:19]=[CH:18][C:17]=1[C:1]1[CH:6]=[CH:5][CH:4]=[CH:3][CH:2]=1, predict the reactants needed to synthesize it. The reactants are: [C:1]1(B(O)O)[CH:6]=[CH:5][CH:4]=[CH:3][CH:2]=1.C(=O)([O-])[O-].[Na+].[Na+].Br[C:17]1[CH:18]=[CH:19][C:20]([CH:25]=[O:26])=[N:21][C:22]=1[O:23][CH3:24].O.